The task is: Predict the product of the given reaction.. This data is from Forward reaction prediction with 1.9M reactions from USPTO patents (1976-2016). (1) Given the reactants [F:1][C:2]1[CH:7]=[CH:6][CH:5]=[C:4](/[CH:8]=[CH:9]/[N+:10]([O-:12])=[O:11])[C:3]=1[CH3:13].[BH4-].[Na+], predict the reaction product. The product is: [F:1][C:2]1[CH:7]=[CH:6][CH:5]=[C:4]([CH2:8][CH2:9][N+:10]([O-:12])=[O:11])[C:3]=1[CH3:13]. (2) Given the reactants O[C:2]1[CH:7]=[C:6]([CH3:8])[C:5]([N+:9]([O-:11])=[O:10])=[CH:4][N:3]=1.P(Br)(Br)([Br:14])=O, predict the reaction product. The product is: [Br:14][C:2]1[CH:7]=[C:6]([CH3:8])[C:5]([N+:9]([O-:11])=[O:10])=[CH:4][N:3]=1. (3) Given the reactants CC(C)([O-])C.[Na+].[NH:7]1[CH2:12][CH2:11][O:10][CH2:9][CH2:8]1.CC(C1C=C(C(C)C)C(C2C=CC=CC=2P(C2CCCCC2)C2CCCCC2)=C(C(C)C)C=1)C.[C:47]([N:50]1[C:63]2[C:58](=[CH:59][CH:60]=[C:61](Br)[CH:62]=2)[C:52]2([CH2:55][S:54](=[O:57])(=[O:56])[CH2:53]2)[CH2:51]1)(=[O:49])[CH3:48], predict the reaction product. The product is: [C:47]([N:50]1[C:63]2[C:58](=[CH:59][CH:60]=[C:61]([N:7]3[CH2:12][CH2:11][O:10][CH2:9][CH2:8]3)[CH:62]=2)[C:52]2([CH2:53][S:54](=[O:56])(=[O:57])[CH2:55]2)[CH2:51]1)(=[O:49])[CH3:48]. (4) The product is: [NH:5]1[C:6]2[C:11](=[CH:10][CH:9]=[CH:8][CH:7]=2)[CH:12]=[CH:4]1. Given the reactants [N+]([C:4]1[NH:5][C:6]2[C:11]([CH:12]=1)=[CH:10][CH:9]=[CH:8][CH:7]=2)([O-])=O.C(=O)([O-])[O-].[Cs+].[Cs+].C(=O)([O-])[O-].[K+].[K+], predict the reaction product.